From a dataset of Catalyst prediction with 721,799 reactions and 888 catalyst types from USPTO. Predict which catalyst facilitates the given reaction. (1) Reactant: [F:1][C:2]1[CH:3]=[CH:4][CH:5]=[C:6]([C:15]([C@@H:17]2[CH2:22][CH2:21][CH2:20][N:19]([C:23]([O:25][C:26]([CH3:29])([CH3:28])[CH3:27])=[O:24])[CH2:18]2)=[O:16])[C:7]=1[C:8]1[CH:13]=[CH:12][CH:11]=[C:10]([CH3:14])[CH:9]=1.[BH4-].[Na+]. Product: [F:1][C:2]1[C:7]([C:8]2[CH:13]=[CH:12][CH:11]=[C:10]([CH3:14])[CH:9]=2)=[C:6]([CH:15]([OH:16])[C@@H:17]2[CH2:22][CH2:21][CH2:20][N:19]([C:23]([O:25][C:26]([CH3:28])([CH3:27])[CH3:29])=[O:24])[CH2:18]2)[CH:5]=[CH:4][CH:3]=1. The catalyst class is: 5. (2) Reactant: C([NH:5][S:6]([C:9]1[S:10][C:11]([C:14]2[CH:19]=[CH:18][CH:17]=[C:16]([C:20]3[N:25]=[C:24]([C:26]([F:29])([F:28])[F:27])[CH:23]=[C:22]([C:30]4[CH:35]=[CH:34][C:33]([C:36]([F:39])([F:38])[F:37])=[CH:32][C:31]=4[F:40])[N:21]=3)[CH:15]=2)=[CH:12][CH:13]=1)(=[O:8])=[O:7])(C)(C)C.C(O)(C(F)(F)F)=O. Product: [F:40][C:31]1[CH:32]=[C:33]([C:36]([F:39])([F:38])[F:37])[CH:34]=[CH:35][C:30]=1[C:22]1[CH:23]=[C:24]([C:26]([F:29])([F:27])[F:28])[N:25]=[C:20]([C:16]2[CH:15]=[C:14]([C:11]3[S:10][C:9]([S:6]([NH2:5])(=[O:7])=[O:8])=[CH:13][CH:12]=3)[CH:19]=[CH:18][CH:17]=2)[N:21]=1. The catalyst class is: 4. (3) Reactant: B(Br)(Br)Br.C[O:6][C:7]1[CH:8]=[C:9]2[C:14](=[CH:15][CH:16]=1)[CH:13]=[C:12]([C:17]1[CH:22]=[CH:21][C:20]([N:23]3[C:35]4[CH:34]=[CH:33][CH:32]=[CH:31][C:30]=4[C:29]4[C:24]3=[CH:25][CH:26]=[CH:27][CH:28]=4)=[CH:19][CH:18]=1)[CH:11]=[CH:10]2. Product: [CH:25]1[C:24]2[N:23]([C:20]3[CH:21]=[CH:22][C:17]([C:12]4[CH:13]=[C:14]5[C:9](=[CH:10][CH:11]=4)[CH:8]=[C:7]([OH:6])[CH:16]=[CH:15]5)=[CH:18][CH:19]=3)[C:35]3[C:30](=[CH:31][CH:32]=[CH:33][CH:34]=3)[C:29]=2[CH:28]=[CH:27][CH:26]=1. The catalyst class is: 2. (4) Reactant: [C:1]([CH2:3][CH:4]1[CH2:8][CH2:7][CH:6]([CH2:9][CH2:10][C:11]2[CH:16]=[C:15]([F:17])[CH:14]=[CH:13][C:12]=2[O:18][CH3:19])[O:5]1)#[N:2]. Product: [NH2:2][CH2:1][CH2:3][CH:4]1[CH2:8][CH2:7][CH:6]([CH2:9][CH2:10][C:11]2[CH:16]=[C:15]([F:17])[CH:14]=[CH:13][C:12]=2[O:18][CH3:19])[O:5]1. The catalyst class is: 834. (5) Reactant: [C:1]([CH:6]1[CH:10]2[O:11][C:12](=[O:22])[CH:13]3[CH:14]([C:15]([O:17]C(C)(C)C)=[O:16])[CH:7]1[CH2:8][CH:9]23)(=[O:5])[C:2]([CH3:4])=[CH2:3].C1(C)C=CC=CC=1.C(OC(C)(C)C)=O. Product: [C:1]([CH:6]1[CH:10]2[O:11][C:12](=[O:22])[CH:13]3[CH:14]([C:15]([OH:17])=[O:16])[CH:7]1[CH2:8][CH:9]23)(=[O:5])[C:2]([CH3:4])=[CH2:3]. The catalyst class is: 106.